This data is from Full USPTO retrosynthesis dataset with 1.9M reactions from patents (1976-2016). The task is: Predict the reactants needed to synthesize the given product. (1) Given the product [Cl:1][C:2]1[CH:13]=[C:12]([NH:14][CH:20]2[CH2:22][CH2:21]2)[C:11]([N+:17]([O-:19])=[O:18])=[CH:10][C:3]=1[C:4]([NH:6][CH:7]1[CH2:9][CH2:8]1)=[O:5], predict the reactants needed to synthesize it. The reactants are: [Cl:1][C:2]1[CH:13]=[C:12]([N+:14]([O-])=O)[C:11]([N+:17]([O-:19])=[O:18])=[CH:10][C:3]=1[C:4]([NH:6][CH:7]1[CH2:9][CH2:8]1)=[O:5].[CH:20]1(N)[CH2:22][CH2:21]1.O. (2) Given the product [CH2:11]([C:4]1[C:5]2[C:10](=[CH:9][CH:8]=[CH:7][CH:6]=2)[N:2]([CH3:1])[C:3]=1[C:13]1[CH:14]=[C:15]([NH:19][S:20]([CH2:23][CH3:24])(=[O:22])=[O:21])[CH:16]=[N:17][CH:18]=1)[CH3:12], predict the reactants needed to synthesize it. The reactants are: [CH3:1][N:2]1[C:10]2[C:5](=[CH:6][CH:7]=[CH:8][CH:9]=2)[C:4]([CH:11]=[CH2:12])=[C:3]1[C:13]1[CH:14]=[C:15]([NH:19][S:20]([CH2:23][CH3:24])(=[O:22])=[O:21])[CH:16]=[N:17][CH:18]=1.